From a dataset of Reaction yield outcomes from USPTO patents with 853,638 reactions. Predict the reaction yield, written as a fraction of the theoretical maximum amount of product (1.0 means a 100% yield; for example, 0.34 means a 34% yield). (1) The catalyst is [Pd].O1CCOCC1. The yield is 0.820. The product is [F:43][C:41]1[CH:40]=[C:4]([CH:3]=[C:2]([F:1])[CH:42]=1)[CH2:5][C:6]1[CH:7]=[C:8]2[C:12](=[CH:13][CH:14]=1)[NH:11][N:10]=[C:9]2[NH:15][C:16](=[O:39])[C:17]1[CH:22]=[CH:21][C:20]([NH2:23])=[CH:19][C:18]=1[N:26]([CH:33]1[CH2:34][CH2:35][O:36][CH2:37][CH2:38]1)[C:27](=[O:32])[C:28]([F:31])([F:29])[F:30]. The reactants are [F:1][C:2]1[CH:3]=[C:4]([CH:40]=[C:41]([F:43])[CH:42]=1)[CH2:5][C:6]1[CH:7]=[C:8]2[C:12](=[CH:13][CH:14]=1)[NH:11][N:10]=[C:9]2[NH:15][C:16](=[O:39])[C:17]1[CH:22]=[CH:21][C:20]([N+:23]([O-])=O)=[CH:19][C:18]=1[N:26]([CH:33]1[CH2:38][CH2:37][O:36][CH2:35][CH2:34]1)[C:27](=[O:32])[C:28]([F:31])([F:30])[F:29].C1CCCCC=1. (2) The reactants are [H-].[Na+].[F:3][C:4]1[CH:9]=[CH:8][C:7]([C:10]([CH3:14])([CH3:13])[CH2:11][OH:12])=[CH:6][CH:5]=1.[CH2:15]1COCC1. The catalyst is IC. The product is [F:3][C:4]1[CH:5]=[CH:6][C:7]([C:10]([CH3:14])([CH3:13])[CH2:11][O:12][CH3:15])=[CH:8][CH:9]=1. The yield is 0.790. (3) The reactants are [NH2:1][NH:2][C:3]([NH2:5])=[S:4].[CH3:6][O:7][CH2:8][C:9](O)=O.P(Cl)(Cl)(Cl)=O.[Na]. The catalyst is O1CCOCC1.O. The product is [CH3:6][O:7][CH2:8][C:9]1[S:4][C:3]([NH2:5])=[N:2][N:1]=1. The yield is 0.810. (4) The catalyst is CO.CC(C)=O. The product is [Cl:8][C:9]1[CH:10]=[CH:11][C:12]([NH:15][C:16](=[O:33])[C:17]2[CH:22]=[C:21]([I:23])[CH:20]=[CH:19][C:18]=2[NH:24][C:25]([CH:27]2[CH2:28][CH2:29][N:30]([CH:2]([CH3:3])[CH3:34])[CH2:31][CH2:32]2)=[O:26])=[N:13][CH:14]=1. The yield is 0.650. The reactants are F[C:2](F)(F)[C:3](O)=O.[Cl:8][C:9]1[CH:10]=[CH:11][C:12]([NH:15][C:16](=[O:33])[C:17]2[CH:22]=[C:21]([I:23])[CH:20]=[CH:19][C:18]=2[NH:24][C:25]([CH:27]2[CH2:32][CH2:31][NH:30][CH2:29][CH2:28]2)=[O:26])=[N:13][CH:14]=1.[C:34](O)(=O)C.C([BH3-])#N.[Na+].C([O-])(=O)C.[NH4+]. (5) The reactants are [CH3:1][C:2]1([CH3:33])[CH2:7][N:6](S(C2C=CC=CC=2[N+]([O-])=O)(=O)=O)[CH2:5][C:4]2[CH:20]=[C:21]([C:23]([NH:25][O:26][CH:27]3[CH2:32][CH2:31][CH2:30][CH2:29][O:28]3)=[O:24])[S:22][C:3]1=2.C(=O)([O-])[O-].[Cs+].[Cs+].C1(S)C=CC=CC=1. The catalyst is C(#N)C. The product is [CH3:1][C:2]1([CH3:33])[CH2:7][NH:6][CH2:5][C:4]2[CH:20]=[C:21]([C:23]([NH:25][O:26][CH:27]3[CH2:32][CH2:31][CH2:30][CH2:29][O:28]3)=[O:24])[S:22][C:3]1=2. The yield is 0.850.